Dataset: Forward reaction prediction with 1.9M reactions from USPTO patents (1976-2016). Task: Predict the product of the given reaction. (1) Given the reactants [F:1][C:2]1[CH:10]=[CH:9][C:5]([C:6](Cl)=[O:7])=[C:4]([C:11]([F:14])([F:13])[F:12])[CH:3]=1.[NH2:15][CH:16]([C:26]1[CH:31]=[CH:30][CH:29]=[C:28]([C:32]2[CH:33]=[N:34][N:35]([CH2:37][CH3:38])[CH:36]=2)[CH:27]=1)[C:17]1([OH:25])[CH2:22][CH2:21][C:20]([F:24])([F:23])[CH2:19][CH2:18]1.C(N(CC)CC)C, predict the reaction product. The product is: [F:24][C:20]1([F:23])[CH2:19][CH2:18][C:17]([CH:16]([C:26]2[CH:31]=[CH:30][CH:29]=[C:28]([C:32]3[CH:33]=[N:34][N:35]([CH2:37][CH3:38])[CH:36]=3)[CH:27]=2)[NH:15][C:6](=[O:7])[C:5]2[CH:9]=[CH:10][C:2]([F:1])=[CH:3][C:4]=2[C:11]([F:14])([F:13])[F:12])([OH:25])[CH2:22][CH2:21]1. (2) Given the reactants [CH3:1][C:2]1[CH:8]=[C:7]([C:9]#[C:10][CH2:11][N:12]2[CH2:17][CH2:16][O:15][CH2:14][CH2:13]2)[CH:6]=[CH:5][C:3]=1[NH2:4].Cl[C:19]1[N:27]=[C:26]2[C:22]([N:23]=[CH:24][N:25]2C2CCCCO2)=[C:21]([NH:34][CH:35]2[CH2:40][CH2:39][CH2:38][CH2:37][CH2:36]2)[N:20]=1, predict the reaction product. The product is: [CH:35]1([NH:34][C:21]2[N:20]=[C:19]([NH:4][C:3]3[CH:5]=[CH:6][C:7](/[CH:9]=[CH:10]/[CH2:11][N:12]4[CH2:17][CH2:16][O:15][CH2:14][CH2:13]4)=[CH:8][C:2]=3[CH3:1])[N:27]=[C:26]3[C:22]=2[N:23]=[CH:24][NH:25]3)[CH2:36][CH2:37][CH2:38][CH2:39][CH2:40]1. (3) Given the reactants C([O:8][C:9](=[O:16])[C:10]1[CH:15]=[CH:14][CH:13]=[CH:12][CH:11]=1)C1C=CC=CC=1.[Cl-].[Cl-].C[Al+2], predict the reaction product. The product is: [C:9]([OH:16])(=[O:8])[C:10]1[CH:15]=[CH:14][CH:13]=[CH:12][CH:11]=1. (4) Given the reactants [NH2:1][C:2]1[N:3]=[C:4]([N:17]2[CH2:22][CH2:21][NH:20][CH2:19][CH2:18]2)[C:5]2[C:10]([C:11]3[CH:12]=[N:13][CH:14]=[CH:15][CH:16]=3)=[CH:9][S:8][C:6]=2[N:7]=1.[CH3:23][O:24][C:25]1[CH:30]=[CH:29][CH:28]=[CH:27][C:26]=1[N:31]=[C:32]=[O:33], predict the reaction product. The product is: [NH2:1][C:2]1[N:3]=[C:4]([N:17]2[CH2:22][CH2:21][N:20]([C:32]([NH:31][C:26]3[CH:27]=[CH:28][CH:29]=[CH:30][C:25]=3[O:24][CH3:23])=[O:33])[CH2:19][CH2:18]2)[C:5]2[C:10]([C:11]3[CH:12]=[N:13][CH:14]=[CH:15][CH:16]=3)=[CH:9][S:8][C:6]=2[N:7]=1. (5) Given the reactants [F:1][C:2]1[CH:11]=[C:10]2[C:5]([CH:6]=[CH:7][CH:8]=[N:9]2)=[CH:4][C:3]=1[CH2:12][C:13]1[N:17]2[N:18]=[C:19]([C:22](=O)[CH3:23])[CH:20]=[CH:21][C:16]2=[N:15][CH:14]=1.Cl.[CH2:26]([O:28][NH2:29])[CH3:27].C(N(CC)CC)C, predict the reaction product. The product is: [CH2:26]([O:28]/[N:29]=[C:22](/[C:19]1[CH:20]=[CH:21][C:16]2[N:17]([C:13]([CH2:12][C:3]3[CH:4]=[C:5]4[C:10](=[CH:11][C:2]=3[F:1])[N:9]=[CH:8][CH:7]=[CH:6]4)=[CH:14][N:15]=2)[N:18]=1)\[CH3:23])[CH3:27]. (6) Given the reactants Cl[C:2]1[CH:7]=[C:6]([NH2:8])[N:5]2[N:9]=[C:10]([C:12]3[O:13][CH:14]=[CH:15][CH:16]=3)[N:11]=[C:4]2[N:3]=1.[F-].[Cs+].[CH2:19]([N:26]1[CH2:33][CH2:32][CH:31]2[CH:27]1[CH2:28][NH:29][CH2:30]2)[C:20]1[CH:25]=[CH:24][CH:23]=[CH:22][CH:21]=1, predict the reaction product. The product is: [CH2:19]([N:26]1[CH2:33][CH2:32][CH:31]2[CH2:30][N:29]([C:2]3[CH:7]=[C:6]([NH2:8])[N:5]4[N:9]=[C:10]([C:12]5[O:13][CH:14]=[CH:15][CH:16]=5)[N:11]=[C:4]4[N:3]=3)[CH2:28][CH:27]12)[C:20]1[CH:25]=[CH:24][CH:23]=[CH:22][CH:21]=1.